Dataset: Forward reaction prediction with 1.9M reactions from USPTO patents (1976-2016). Task: Predict the product of the given reaction. (1) Given the reactants [O:1]([C:8]1[CH:13]=[CH:12][C:11]([OH:14])=[CH:10][CH:9]=1)[C:2]1[CH:7]=[CH:6][CH:5]=[CH:4][CH:3]=1.[H-].[Na+].[C:17]([O:21][C:22]([N:24]1[CH2:28][CH2:27][CH2:26][C@@H:25]1[CH2:29]OS(C1C=CC(C)=CC=1)(=O)=O)=[O:23])([CH3:20])([CH3:19])[CH3:18], predict the reaction product. The product is: [C:17]([O:21][C:22]([N:24]1[CH2:28][CH2:27][CH2:26][C@@H:25]1[CH2:29][O:14][C:11]1[CH:10]=[CH:9][C:8]([O:1][C:2]2[CH:7]=[CH:6][CH:5]=[CH:4][CH:3]=2)=[CH:13][CH:12]=1)=[O:23])([CH3:20])([CH3:18])[CH3:19]. (2) Given the reactants [Br:1][C:2]1[CH:3]=[C:4]([CH2:8][C:9]([OH:11])=[O:10])[CH:5]=[N:6][CH:7]=1.S(Cl)([Cl:14])=O.[CH3:16]O, predict the reaction product. The product is: [ClH:14].[Br:1][C:2]1[CH:3]=[C:4]([CH2:8][C:9]([O:11][CH3:16])=[O:10])[CH:5]=[N:6][CH:7]=1. (3) Given the reactants Cl.[NH2:2][CH2:3][C:4]1[C:5]([CH3:22])=[C:6]([C:10]2[CH:11]=[C:12]3[C:17](=[CH:18][CH:19]=2)[N:16]([CH3:20])[C:15](=[O:21])[CH2:14][CH2:13]3)[CH:7]=[N:8][CH:9]=1.[Cl:23][C:24]1[C:25]([C:30](O)=[O:31])=[N:26][CH:27]=[CH:28][CH:29]=1, predict the reaction product. The product is: [CH3:22][C:5]1[C:6]([C:10]2[CH:11]=[C:12]3[C:17](=[CH:18][CH:19]=2)[N:16]([CH3:20])[C:15](=[O:21])[CH2:14][CH2:13]3)=[CH:7][N:8]=[CH:9][C:4]=1[CH2:3][NH:2][C:30]([C:25]1[C:24]([Cl:23])=[CH:29][CH:28]=[CH:27][N:26]=1)=[O:31]. (4) Given the reactants [NH2:1][C@@H:2]([C:5]([OH:7])=[O:6])[CH2:3][OH:4].C[Si](C)(C)N[Si](C)(C)C.[Cl-].[NH4+].[C:19](Cl)([C:32]1[CH:37]=[CH:36][CH:35]=[CH:34][CH:33]=1)([C:26]1[CH:31]=[CH:30][CH:29]=[CH:28][CH:27]=1)[C:20]1[CH:25]=[CH:24][CH:23]=[CH:22][CH:21]=1, predict the reaction product. The product is: [C:19]([NH:1][C@@H:2]([C:5]([OH:7])=[O:6])[CH2:3][OH:4])([C:20]1[CH:25]=[CH:24][CH:23]=[CH:22][CH:21]=1)([C:32]1[CH:33]=[CH:34][CH:35]=[CH:36][CH:37]=1)[C:26]1[CH:27]=[CH:28][CH:29]=[CH:30][CH:31]=1.